Dataset: Reaction yield outcomes from USPTO patents with 853,638 reactions. Task: Predict the reaction yield, written as a fraction of the theoretical maximum amount of product (1.0 means a 100% yield; for example, 0.34 means a 34% yield). (1) The reactants are [NH2:1][C:2]1[CH:10]=[C:9]2[C:5]([C:6](O)([C:12]([F:15])([F:14])[F:13])[C:7](=O)[NH:8]2)=[CH:4][CH:3]=1.B.C1COCC1. The catalyst is C1COCC1.CN(C=O)C. The product is [F:15][C:12]([F:13])([F:14])[C:6]1[C:5]2[C:9](=[CH:10][C:2]([NH2:1])=[CH:3][CH:4]=2)[NH:8][CH:7]=1. The yield is 0.540. (2) The reactants are [CH:1]([C:3]1[CH:12]=[CH:11][C:6]([C:7]([O:9][CH3:10])=[O:8])=[CH:5][CH:4]=1)=O.Cl.[O:14]([NH2:16])[CH3:15]. No catalyst specified. The product is [CH3:15][O:14][N:16]=[CH:1][C:3]1[CH:12]=[CH:11][C:6]([C:7]([O:9][CH3:10])=[O:8])=[CH:5][CH:4]=1. The yield is 0.960. (3) The reactants are [NH2:1][C:2]1[CH:7]=[CH:6][C:5]([CH:8]2[CH2:13][C:12](=[O:14])[N:11]([CH3:15])[C:10](=[O:16])[CH2:9]2)=[CH:4][CH:3]=1.C1C(=O)N([Br:24])C(=O)C1. The catalyst is C(Cl)Cl. The product is [NH2:1][C:2]1[CH:3]=[CH:4][C:5]([CH:8]2[CH2:9][C:10](=[O:16])[N:11]([CH3:15])[C:12](=[O:14])[CH2:13]2)=[CH:6][C:7]=1[Br:24]. The yield is 0.670. (4) The reactants are [NH2:1][C:2]1[CH:3]=[C:4]([S:8][C:9]2[CH:14]=[CH:13][N:12]=[C:11]([NH:15][C:16]3[CH:21]=[CH:20][C:19]([N:22]4[CH2:27][CH2:26][O:25][CH2:24][CH2:23]4)=[CH:18][CH:17]=3)[N:10]=2)[CH:5]=[CH:6][CH:7]=1.[C:28]([CH2:30][C:31](O)=[O:32])#[N:29]. No catalyst specified. The product is [O:25]1[CH2:24][CH2:23][N:22]([C:19]2[CH:18]=[CH:17][C:16]([NH:15][C:11]3[N:10]=[C:9]([S:8][C:4]4[CH:3]=[C:2]([NH:1][C:31](=[O:32])[CH2:30][C:28]#[N:29])[CH:7]=[CH:6][CH:5]=4)[CH:14]=[CH:13][N:12]=3)=[CH:21][CH:20]=2)[CH2:27][CH2:26]1. The yield is 0.640. (5) The reactants are O=C(Cl)[O:3][C:4](Cl)(Cl)Cl.[F:9][C:10]1[CH:15]=[CH:14][C:13]([NH:16][CH2:17][C:18]2[C:19]([NH:26][CH3:27])=[N:20][C:21]([S:24][CH3:25])=[N:22][CH:23]=2)=[CH:12][C:11]=1[N+:28]([O-:30])=[O:29].CCN(CC)CC. The catalyst is O1CCOCC1. The product is [F:9][C:10]1[CH:15]=[CH:14][C:13]([N:16]2[CH2:17][C:18]3[C:19](=[N:20][C:21]([S:24][CH3:25])=[N:22][CH:23]=3)[N:26]([CH3:27])[C:4]2=[O:3])=[CH:12][C:11]=1[N+:28]([O-:30])=[O:29]. The yield is 0.890. (6) The reactants are [CH2:1]([O:3][CH:4]([O:7][CH2:8][CH3:9])[CH:5]=[CH2:6])[CH3:2].C12BC(CCC1)CCC2.O1CCCC1.Br[C:25]1[CH:26]=[C:27]2[C:32](=[CH:33][CH:34]=1)[N:31]=[CH:30][CH:29]=[CH:28]2.C(=O)([O-])[O-].[K+].[K+].C1(P(C2CCCCC2)C2CCCCC2)CCCCC1. The catalyst is C([O-])(=O)C.[Pd+2].C([O-])(=O)C.O. The product is [CH2:1]([O:3][CH:4]([O:7][CH2:8][CH3:9])[CH2:5][CH2:6][C:25]1[CH:26]=[C:27]2[C:32](=[CH:33][CH:34]=1)[N:31]=[CH:30][CH:29]=[CH:28]2)[CH3:2]. The yield is 0.835. (7) The reactants are [CH3:1][C:2]1[CH:3]=[C:4]([O:15][C:16]2[C:25]3[C:20](=[CH:21][C:22]([OH:28])=[C:23]([O:26][CH3:27])[CH:24]=3)[N:19]=[CH:18][CH:17]=2)[C:5]([C:9]2[CH:10]=[N:11][CH:12]=[CH:13][CH:14]=2)=[N:6][C:7]=1[CH3:8].C(=O)([O-])[O-].[K+].[K+].Br[CH2:36][CH2:37][CH2:38][CH2:39][OH:40].O. The catalyst is CN(C)C=O. The product is [CH3:1][C:2]1[CH:3]=[C:4]([O:15][C:16]2[C:25]3[C:20](=[CH:21][C:22]([O:28][CH2:36][CH2:37][CH2:38][CH2:39][OH:40])=[C:23]([O:26][CH3:27])[CH:24]=3)[N:19]=[CH:18][CH:17]=2)[C:5]([C:9]2[CH:10]=[N:11][CH:12]=[CH:13][CH:14]=2)=[N:6][C:7]=1[CH3:8]. The yield is 0.350. (8) The reactants are C(Cl)C=C.C(O[SiH](OCC)OCC)C.[Cl:15][CH2:16][CH2:17][CH2:18][Si:19]([O:26][CH2:27]C)([O:23][CH2:24]C)[O:20][CH2:21]C.CO[SiH](OC)OC. No catalyst specified. The product is [Cl:15][CH2:16][CH2:17][CH2:18][Si:19]([O:26][CH3:27])([O:20][CH3:21])[O:23][CH3:24]. The yield is 0.700.